This data is from Reaction yield outcomes from USPTO patents with 853,638 reactions. The task is: Predict the reaction yield, written as a fraction of the theoretical maximum amount of product (1.0 means a 100% yield; for example, 0.34 means a 34% yield). The reactants are [Cl:1][C:2]1[CH:7]=[C:6]([Cl:8])[CH:5]=[CH:4][C:3]=1[C:9]1[C:10]2[CH2:22][N:21](C(OC(C)(C)C)=O)[CH2:20][CH2:19][C:11]=2[N:12]=[C:13]([S:15]([CH3:18])(=[O:17])=[O:16])[N:14]=1.FC(F)(F)C(O)=O. The catalyst is ClCCl. The product is [Cl:1][C:2]1[CH:7]=[C:6]([Cl:8])[CH:5]=[CH:4][C:3]=1[C:9]1[C:10]2[CH2:22][NH:21][CH2:20][CH2:19][C:11]=2[N:12]=[C:13]([S:15]([CH3:18])(=[O:17])=[O:16])[N:14]=1. The yield is 1.00.